Predict the reaction yield, written as a fraction of the theoretical maximum amount of product (1.0 means a 100% yield; for example, 0.34 means a 34% yield). From a dataset of Reaction yield outcomes from USPTO patents with 853,638 reactions. (1) The reactants are [CH3:1]C(C)([O-])C.[K+].C(NC(C)C)(C)C.C([Li])CCC.[Si:19]([O:26][CH:27]([C:37]([F:40])([F:39])[F:38])[CH2:28][CH:29]([C:31]1[CH:36]=[CH:35][CH:34]=[CH:33][N:32]=1)[CH3:30])([C:22]([CH3:25])([CH3:24])[CH3:23])([CH3:21])[CH3:20].CI. No catalyst specified. The product is [Si:19]([O:26][CH:27]([C:37]([F:38])([F:40])[F:39])[CH2:28][C:29]([C:31]1[CH:36]=[CH:35][CH:34]=[CH:33][N:32]=1)([CH3:1])[CH3:30])([C:22]([CH3:25])([CH3:23])[CH3:24])([CH3:21])[CH3:20]. The yield is 0.620. (2) The reactants are [C:1]([O:5][C:6](=[O:9])[CH2:7][NH2:8])([CH3:4])([CH3:3])[CH3:2].[CH:10](=O)[CH:11]([CH3:13])[CH3:12]. The catalyst is C(Cl)Cl. The product is [C:1]([O:5][C:6](=[O:9])[CH2:7]/[N:8]=[CH:10]/[CH:11]([CH3:13])[CH3:12])([CH3:4])([CH3:3])[CH3:2]. The yield is 0.970. (3) The reactants are CC1(C)COB([C:8]2[CH:22]=[CH:21][C:11]([O:12][CH2:13][CH2:14][N:15]3[CH2:20][CH2:19][O:18][CH2:17][CH2:16]3)=[CH:10][CH:9]=2)OC1.Br[C:25]1[CH:26]=[C:27]2[C:31](=[CH:32][C:33]=1[Cl:34])[NH:30][CH:29]=[C:28]2[CH:35]=[O:36].C(=O)([O-])[O-].[K+].[K+].C1(C)C=CC=CC=1. The yield is 0.570. The product is [Cl:34][C:33]1[CH:32]=[C:31]2[C:27]([C:28]([CH:35]=[O:36])=[CH:29][NH:30]2)=[CH:26][C:25]=1[C:8]1[CH:9]=[CH:10][C:11]([O:12][CH2:13][CH2:14][N:15]2[CH2:16][CH2:17][O:18][CH2:19][CH2:20]2)=[CH:21][CH:22]=1. The catalyst is C(O)C.C1C=CC(P(C2C=CC=CC=2)[C-]2C=CC=C2)=CC=1.C1C=CC(P(C2C=CC=CC=2)[C-]2C=CC=C2)=CC=1.Cl[Pd]Cl.[Fe+2].C(OCC)(=O)C. (4) The reactants are [N:1]1([C:7]2[CH:14]=[CH:13][C:10]([CH2:11]O)=[CH:9][CH:8]=2)[CH2:6][CH2:5][O:4][CH2:3][CH2:2]1.C(Cl)(Cl)=O.[CH3:19][O:20][C:21]1[CH:36]=[CH:35][C:24]([C:25]([NH:27][C:28]2[C:29]([NH2:34])=[CH:30][CH:31]=[CH:32][CH:33]=2)=[O:26])=[CH:23][CH:22]=1.N1C=CC=CC=1. The catalyst is C1(C)C=CC=CC=1.C(Cl)Cl. The product is [CH3:19][O:20][C:21]1[CH:22]=[CH:23][C:24]([C:25]([NH:27][C:28]2[C:29]([NH:34][CH2:11][C:10]3[CH:13]=[CH:14][C:7]([N:1]4[CH2:6][CH2:5][O:4][CH2:3][CH2:2]4)=[CH:8][CH:9]=3)=[CH:30][CH:31]=[CH:32][CH:33]=2)=[O:26])=[CH:35][CH:36]=1. The yield is 0.140. (5) The reactants are Br[CH2:2][CH2:3][CH2:4][CH2:5][CH2:6][C@H:7]1[CH2:12][CH2:11][C@H:10]([CH2:13][N:14]([CH3:28])[S:15]([C:18]2[CH:23]=[CH:22][C:21]([C:24]([F:27])([F:26])[F:25])=[CH:20][CH:19]=2)(=[O:17])=[O:16])[CH2:9][CH2:8]1.[CH2:29]([NH:32][CH3:33])[CH:30]=[CH2:31]. The catalyst is CO. The product is [CH2:29]([N:32]([CH3:33])[CH2:2][CH2:3][CH2:4][CH2:5][CH2:6][C@H:7]1[CH2:12][CH2:11][C@H:10]([CH2:13][N:14]([CH3:28])[S:15]([C:18]2[CH:23]=[CH:22][C:21]([C:24]([F:27])([F:26])[F:25])=[CH:20][CH:19]=2)(=[O:17])=[O:16])[CH2:9][CH2:8]1)[CH:30]=[CH2:31]. The yield is 0.733.